This data is from Full USPTO retrosynthesis dataset with 1.9M reactions from patents (1976-2016). The task is: Predict the reactants needed to synthesize the given product. Given the product [CH3:1][O:2][C:3](=[O:13])[CH2:4][N:5]([C:6]([O:8][C:9]([CH3:10])([CH3:12])[CH3:11])=[O:7])[CH2:17][CH2:18][N:19]1[CH2:24][CH2:23][O:22][CH2:21][CH2:20]1, predict the reactants needed to synthesize it. The reactants are: [CH3:1][O:2][C:3](=[O:13])[CH2:4][NH:5][C:6]([O:8][C:9]([CH3:12])([CH3:11])[CH3:10])=[O:7].[H-].[Na+].Cl[CH2:17][CH2:18][N:19]1[CH2:24][CH2:23][O:22][CH2:21][CH2:20]1.